This data is from Reaction yield outcomes from USPTO patents with 853,638 reactions. The task is: Predict the reaction yield, written as a fraction of the theoretical maximum amount of product (1.0 means a 100% yield; for example, 0.34 means a 34% yield). The reactants are [N:1]1([CH2:6][CH2:7][CH2:8][CH2:9][C:10]2[CH:15]=[CH:14][C:13]([OH:16])=[CH:12][CH:11]=2)[CH:5]=[CH:4][N:3]=[N:2]1.[H-].[Na+].Cl[CH2:20][C:21]1[CH:26]=[CH:25][CH:24]=[C:23]([C:27]2[CH:32]=[CH:31][C:30]([O:33][C:34]([F:37])([F:36])[F:35])=[CH:29][CH:28]=2)[N:22]=1.O. The catalyst is CN(C)C=O. The product is [N:1]1([CH2:6][CH2:7][CH2:8][CH2:9][C:10]2[CH:11]=[CH:12][C:13]([O:16][CH2:20][C:21]3[CH:26]=[CH:25][CH:24]=[C:23]([C:27]4[CH:28]=[CH:29][C:30]([O:33][C:34]([F:36])([F:35])[F:37])=[CH:31][CH:32]=4)[N:22]=3)=[CH:14][CH:15]=2)[CH:5]=[CH:4][N:3]=[N:2]1. The yield is 0.180.